Dataset: Forward reaction prediction with 1.9M reactions from USPTO patents (1976-2016). Task: Predict the product of the given reaction. (1) Given the reactants C(OC([N:8]1[CH2:12][C@@H:11]([CH2:13][N:14]([C:18](=[O:33])[C:19]2[CH:24]=[CH:23][C:22]([CH2:25][CH3:26])=[C:21]([O:27][CH2:28][CH2:29][CH2:30][O:31][CH3:32])[CH:20]=2)[CH:15]([CH3:17])[CH3:16])[C@H:10](N)[CH2:9]1)=O)(C)(C)C.[C:35]1([CH2:41][S:42](Cl)(=[O:44])=[O:43])[CH:40]=[CH:39][CH:38]=[CH:37][CH:36]=1.CC#[N:48].O.CC#N, predict the reaction product. The product is: [CH2:25]([C:22]1[CH:23]=[CH:24][C:19]([C:18]([N:14]([CH:15]([CH3:16])[CH3:17])[CH:13]([NH2:48])[C@H:11]2[C@H:10]([S:42]([CH2:41][C:35]3[CH:40]=[CH:39][CH:38]=[CH:37][CH:36]=3)(=[O:44])=[O:43])[CH2:9][NH:8][CH2:12]2)=[O:33])=[CH:20][C:21]=1[O:27][CH2:28][CH2:29][CH2:30][O:31][CH3:32])[CH3:26]. (2) Given the reactants Cl[C:2]1[N:7]2[N:8]=[C:9]([CH2:11][N:12]3[CH2:17][CH2:16][O:15][CH2:14][CH2:13]3)[N:10]=[C:6]2[CH:5]=[C:4]([C:18]2[CH:23]=[CH:22][C:21]([C:24]([F:27])([F:26])[F:25])=[CH:20][CH:19]=2)[N:3]=1.FC(F)(F)C(O)=O.[NH2:35][CH2:36][CH2:37][NH:38][C:39]1[CH:46]=[CH:45][C:42]([C:43]#[N:44])=[CH:41][N:40]=1.CS(C)=O.CCN(C(C)C)C(C)C, predict the reaction product. The product is: [N:12]1([CH2:11][C:9]2[N:10]=[C:6]3[N:7]([C:2]([NH:35][CH2:36][CH2:37][NH:38][C:39]4[N:40]=[CH:41][C:42]([C:43]#[N:44])=[CH:45][CH:46]=4)=[N:3][C:4]([C:18]4[CH:23]=[CH:22][C:21]([C:24]([F:27])([F:26])[F:25])=[CH:20][CH:19]=4)=[CH:5]3)[N:8]=2)[CH2:17][CH2:16][O:15][CH2:14][CH2:13]1.